This data is from Forward reaction prediction with 1.9M reactions from USPTO patents (1976-2016). The task is: Predict the product of the given reaction. (1) Given the reactants C[O:2][C:3](=O)[CH2:4][C:5]1[CH:10]=[CH:9][C:8]([N+:11]([O-:13])=[O:12])=[CH:7][C:6]=1[Cl:14].[Li+].[BH4-].[NH4+].[Cl-].CCOC(C)=O, predict the reaction product. The product is: [Cl:14][C:6]1[CH:7]=[C:8]([N+:11]([O-:13])=[O:12])[CH:9]=[CH:10][C:5]=1[CH2:4][CH2:3][OH:2]. (2) Given the reactants C[O:2][C:3](=[O:29])[C:4]1[CH:9]=[CH:8][C:7]([N:10]2[CH2:15][CH2:14][CH:13]([C:16]3[CH:21]=[CH:20][C:19]([CH2:22][N:23]4[CH2:28][CH2:27][O:26][CH2:25][CH2:24]4)=[CH:18][CH:17]=3)[CH2:12][CH2:11]2)=[CH:6][CH:5]=1.[OH-].[Na+].Cl, predict the reaction product. The product is: [N:23]1([CH2:22][C:19]2[CH:18]=[CH:17][C:16]([CH:13]3[CH2:14][CH2:15][N:10]([C:7]4[CH:6]=[CH:5][C:4]([C:3]([OH:29])=[O:2])=[CH:9][CH:8]=4)[CH2:11][CH2:12]3)=[CH:21][CH:20]=2)[CH2:28][CH2:27][O:26][CH2:25][CH2:24]1.